From a dataset of Full USPTO retrosynthesis dataset with 1.9M reactions from patents (1976-2016). Predict the reactants needed to synthesize the given product. (1) Given the product [F:21][C:19]1[CH:18]=[CH:17][C:16]2[C:12]([CH2:10][OH:9])=[CH:13][O:14][C:15]=2[CH:20]=1, predict the reactants needed to synthesize it. The reactants are: [H-].[H-].[H-].[H-].[Li+].[Al+3].C([O:9][C:10]([C:12]1[C:16]2[CH:17]=[CH:18][C:19]([F:21])=[CH:20][C:15]=2[O:14][CH:13]=1)=O)C.[OH-].[Na+]. (2) Given the product [CH2:13]([O:12][CH:16]1[O:1][N:2]=[C:3]([C:4]#[N:5])[CH2:15]1)[CH3:14], predict the reactants needed to synthesize it. The reactants are: [OH:1]/[N:2]=[C:3](\Cl)/[CH:4]=[N:5]/O.S(Cl)(Cl)=O.[O:12]1[CH2:16][CH2:15][CH2:14][CH2:13]1. (3) Given the product [CH3:62][O:61][C:59](=[O:60])[NH:58][C@H:54]([C:53]([N:44]1[CH2:45][C@H:46]([OH:48])[CH2:47][C@H:43]1[C:41]1[NH:40][C:39]2[CH:64]=[CH:65][C:36]([C:33]3[CH:32]=[CH:31][C:30]([C:28]4[CH:27]=[CH:26][C:24]5[NH:25][C:21]([C@@H:12]6[CH2:13][C@@H:14]([OH:16])[CH2:15][N:11]6[C:9](=[O:10])[C@@H:5]([NH:4][C:3]([O:2][CH3:1])=[O:66])[CH:6]([CH3:8])[CH3:7])=[N:22][C:23]=5[CH:29]=4)=[CH:35][CH:34]=3)=[CH:37][C:38]=2[N:42]=1)=[O:63])[CH:55]([CH3:56])[CH3:57], predict the reactants needed to synthesize it. The reactants are: [CH3:1][O:2][C:3](=[O:66])[NH:4][C@H:5]([C:9]([N:11]1[CH2:15][C@H:14]([O:16]C(C)(C)C)[CH2:13][C@H:12]1[C:21]1[NH:25][C:24]2[CH:26]=[CH:27][C:28]([C:30]3[CH:35]=[CH:34][C:33]([C:36]4[CH:65]=[CH:64][C:39]5[NH:40][C:41]([C@@H:43]6[CH2:47][C@@H:46]([O:48]C(C)(C)C)[CH2:45][N:44]6[C:53](=[O:63])[C@@H:54]([NH:58][C:59]([O:61][CH3:62])=[O:60])[CH:55]([CH3:57])[CH3:56])=[N:42][C:38]=5[CH:37]=4)=[CH:32][CH:31]=3)=[CH:29][C:23]=2[N:22]=1)=[O:10])[CH:6]([CH3:8])[CH3:7].C(O)(C(F)(F)F)=O. (4) Given the product [CH3:21][C:9]1[CH:8]=[C:7]([S:4][CH2:1][CH2:2][CH3:3])[C:20]2[C:11](=[C:12]3[C:17](=[CH:18][CH:19]=2)[CH:16]=[CH:15][CH:14]=[N:13]3)[N:10]=1, predict the reactants needed to synthesize it. The reactants are: [CH2:1]([S-:4])[CH2:2][CH3:3].[Na+].Cl[C:7]1[C:20]2[C:11](=[C:12]3[C:17](=[CH:18][CH:19]=2)[CH:16]=[CH:15][CH:14]=[N:13]3)[N:10]=[C:9]([CH3:21])[CH:8]=1. (5) The reactants are: [CH2:1]([C:3]1[CH:8]=[C:7]([CH3:9])[CH:6]=[C:5]([CH2:10][CH3:11])[C:4]=1[C:12]1[C:13](=[O:24])[N:14]([CH3:23])[N:15]=[C:16]([CH3:22])[C:17]=1S(C)(=O)=O)[CH3:2].C1(C)C=CC=CC=1.[OH-:32].[Na+]. Given the product [CH2:1]([C:3]1[CH:8]=[C:7]([CH3:9])[CH:6]=[C:5]([CH2:10][CH3:11])[C:4]=1[C:12]1[C:13](=[O:24])[N:14]([CH3:23])[N:15]=[C:16]([CH3:22])[C:17]=1[OH:32])[CH3:2], predict the reactants needed to synthesize it. (6) Given the product [CH3:1][C:2]1[CH:7]=[CH:6][C:5]([S:8]([O:11][CH2:12][C@H:13]2[CH2:14][CH2:15][CH:16]([CH2:18][OH:17])[O:20][CH2:19]2)(=[O:10])=[O:9])=[CH:4][CH:3]=1, predict the reactants needed to synthesize it. The reactants are: [CH3:1][C:2]1[CH:7]=[CH:6][C:5]([S:8]([O:11][CH2:12][C@H:13]([CH2:19][OH:20])[CH2:14][CH2:15][CH:16]2[CH2:18][O:17]2)(=[O:10])=[O:9])=[CH:4][CH:3]=1.CC1C=CC(S(O)(=O)=O)=CC=1.O. (7) The reactants are: [C:1]1([S:7]([NH:10][C:11](=[O:36])[CH:12]([NH:26][C:27]2[CH:35]=[CH:34][C:30]([C:31]([NH2:33])=[NH:32])=[CH:29][CH:28]=2)[C:13]2[CH:18]=[CH:17][C:16]([O:19][CH:20]([CH3:22])[CH3:21])=[C:15]([O:23][CH2:24][CH3:25])[CH:14]=2)(=[O:9])=[O:8])[CH:6]=[CH:5][CH:4]=[CH:3][CH:2]=1.CO.O.[C:40]([OH:46])([C:42]([F:45])([F:44])[F:43])=[O:41]. Given the product [F:43][C:42]([F:45])([F:44])[C:40]([OH:46])=[O:41].[C:1]1([S:7]([N:10]2[C:11](=[O:36])[CH:12]([C:13]3[CH:18]=[CH:17][C:16]([O:19][CH:20]([CH3:21])[CH3:22])=[C:15]([O:23][CH2:24][CH3:25])[CH:14]=3)[N:26]([C:27]3[CH:35]=[CH:34][C:30]([C:31]([NH2:33])=[NH:32])=[CH:29][CH:28]=3)[CH2:40]2)(=[O:9])=[O:8])[CH:2]=[CH:3][CH:4]=[CH:5][CH:6]=1, predict the reactants needed to synthesize it.